Dataset: Catalyst prediction with 721,799 reactions and 888 catalyst types from USPTO. Task: Predict which catalyst facilitates the given reaction. Reactant: [CH3:1][O:2][C:3]([C@@H:5]1[C@@H:9]([CH:10]=[CH:11][C:12]2[C:21]3[C:16](=[CH:17][CH:18]=[CH:19][CH:20]=3)[CH:15]=[CH:14][CH:13]=2)[CH2:8][N:7]([C:22]([O:24][C:25]([CH3:28])([CH3:27])[CH3:26])=[O:23])[CH2:6]1)=[O:4].[N+](C([O-])=O)(C([O-])=O)=[N-].[K+].[K+].CC(O)=O. Product: [CH3:1][O:2][C:3]([C@@H:5]1[C@@H:9]([CH2:10][CH2:11][C:12]2[C:21]3[C:16](=[CH:17][CH:18]=[CH:19][CH:20]=3)[CH:15]=[CH:14][CH:13]=2)[CH2:8][N:7]([C:22]([O:24][C:25]([CH3:28])([CH3:27])[CH3:26])=[O:23])[CH2:6]1)=[O:4]. The catalyst class is: 2.